This data is from Catalyst prediction with 721,799 reactions and 888 catalyst types from USPTO. The task is: Predict which catalyst facilitates the given reaction. (1) Reactant: FC(F)(F)C(O)=O.C(OC([NH:15][CH2:16][CH2:17][O:18][CH2:19][CH2:20][O:21][CH2:22][CH2:23][O:24][CH2:25][CH2:26][O:27][CH2:28][CH2:29][O:30][CH2:31][CH2:32][O:33][CH2:34][CH2:35][O:36][CH2:37][CH2:38][O:39][CH2:40][CH2:41][O:42][CH2:43][CH2:44][NH:45][C:46](=[O:57])[C:47]1[CH:52]=[CH:51][CH:50]=[C:49]([O:53][CH2:54][C:55]#[CH:56])[CH:48]=1)=O)(C)(C)C. Product: [NH2:15][CH2:16][CH2:17][O:18][CH2:19][CH2:20][O:21][CH2:22][CH2:23][O:24][CH2:25][CH2:26][O:27][CH2:28][CH2:29][O:30][CH2:31][CH2:32][O:33][CH2:34][CH2:35][O:36][CH2:37][CH2:38][O:39][CH2:40][CH2:41][O:42][CH2:43][CH2:44][NH:45][C:46](=[O:57])[C:47]1[CH:52]=[CH:51][CH:50]=[C:49]([O:53][CH2:54][C:55]#[CH:56])[CH:48]=1. The catalyst class is: 4. (2) Reactant: [CH3:1][C:2]1[N:3]=[CH:4][NH:5][CH:6]=1.CCN(CC)CC.[C:14](Cl)(=[O:16])[CH3:15]. Product: [CH3:1][C:2]1[N:3]=[CH:4][N:5]([C:14](=[O:16])[CH3:15])[CH:6]=1. The catalyst class is: 10. (3) Reactant: [F:1][C:2]1[CH:3]=[C:4]2[C:8](=[C:9]([C:11]#[N:12])[CH:10]=1)[NH:7][CH:6]=[C:5]2[CH:13]=O.C1(P(=[CH:34][C:35]([O:37][CH2:38][CH3:39])=[O:36])(C2C=CC=CC=2)C2C=CC=CC=2)C=CC=CC=1. Product: [C:11]([C:9]1[CH:10]=[C:2]([F:1])[CH:3]=[C:4]2[C:8]=1[NH:7][CH:6]=[C:5]2/[CH:13]=[CH:34]/[C:35]([O:37][CH2:38][CH3:39])=[O:36])#[N:12]. The catalyst class is: 23. (4) Reactant: Cl[CH2:2][CH2:3][CH2:4][CH2:5][O:6][C:7]([NH:9][C:10]1[CH:19]=[CH:18][C:13]([C:14]([O:16][CH3:17])=[O:15])=[CH:12][C:11]=1[CH3:20])=[O:8].[K].CC(C)([O-])C.O. Product: [CH3:20][C:11]1[CH:12]=[C:13]([CH:18]=[CH:19][C:10]=1[N:9]1[CH2:2][CH2:3][CH2:4][CH2:5][O:6][C:7]1=[O:8])[C:14]([O:16][CH3:17])=[O:15]. The catalyst class is: 3.